This data is from HIV replication inhibition screening data with 41,000+ compounds from the AIDS Antiviral Screen. The task is: Binary Classification. Given a drug SMILES string, predict its activity (active/inactive) in a high-throughput screening assay against a specified biological target. (1) The compound is Cn1c2c(c(=O)n(C)c1=O)N1CCC(=O)N=C1N2. The result is 0 (inactive). (2) The molecule is COc1c(C(=O)C(=NNc2ccccc2)C(C)=O)c(O)c(OC)c2occc12. The result is 0 (inactive). (3) The molecule is COc1ccc(CC2c3c(cc(OC)c(OC)c3OC)CCN2C)cc1OC.Cl. The result is 0 (inactive). (4) The molecule is COC(=O)C(Cc1ccccc1)C(=O)C(CC(=O)OC(C)(C)C)NC(=O)OC(C)(C)C. The result is 0 (inactive). (5) The compound is COc1ccc(-n2c(N)c(C#N)c3c(c2=S)CCC3)cc1. The result is 0 (inactive).